Dataset: Full USPTO retrosynthesis dataset with 1.9M reactions from patents (1976-2016). Task: Predict the reactants needed to synthesize the given product. (1) The reactants are: [Cl:1][C:2]1[CH:3]=[CH:4][C:5]([NH:17][C:18]([NH:20][N:21]=[C:22]([C:24]2[C:28]([OH:29])=[C:27]([C:30]3[CH:35]=[CH:34][C:33]([C:36]([F:39])([F:38])[F:37])=[CH:32][CH:31]=3)[N:26]([CH3:40])[N:25]=2)[CH3:23])=[S:19])=[C:6]([CH:16]=1)[O:7][CH2:8][CH2:9][CH2:10][C:11]([O:13]CC)=[O:12].[OH-].[Na+].Cl. Given the product [Cl:1][C:2]1[CH:3]=[CH:4][C:5]([NH:17][C:18]([NH:20][N:21]=[C:22]([C:24]2[C:28]([OH:29])=[C:27]([C:30]3[CH:31]=[CH:32][C:33]([C:36]([F:38])([F:37])[F:39])=[CH:34][CH:35]=3)[N:26]([CH3:40])[N:25]=2)[CH3:23])=[S:19])=[C:6]([CH:16]=1)[O:7][CH2:8][CH2:9][CH2:10][C:11]([OH:13])=[O:12], predict the reactants needed to synthesize it. (2) Given the product [CH:28]([C:31]1[CH:36]=[CH:35][C:34]([CH3:37])=[CH:33][C:32]=1[N:38]1[C:42](=[O:43])[CH2:41][S:40]/[C:39]/1=[N:44]\[C:45]([NH:25][CH:20]1[CH2:19][CH2:18][C:17]2[C:22](=[CH:23][CH:24]=[C:15]([C:12]3[N:13]=[CH:14][N:10]([C:7]4[CH:8]=[CH:9][C:4]([O:3][C:2]([F:1])([F:26])[F:27])=[CH:5][CH:6]=4)[N:11]=3)[CH:16]=2)[CH2:21]1)=[O:46])([CH3:30])[CH3:29], predict the reactants needed to synthesize it. The reactants are: [F:1][C:2]([F:27])([F:26])[O:3][C:4]1[CH:9]=[CH:8][C:7]([N:10]2[CH:14]=[N:13][C:12]([C:15]3[CH:16]=[C:17]4[C:22](=[CH:23][CH:24]=3)[CH2:21][CH:20]([NH2:25])[CH2:19][CH2:18]4)=[N:11]2)=[CH:6][CH:5]=1.[CH:28]([C:31]1[CH:36]=[CH:35][C:34]([CH3:37])=[CH:33][C:32]=1[N:38]1[C:42](=[O:43])[CH2:41][S:40]/[C:39]/1=[N:44]\[C:45](=O)[O:46]C1C=CC([N+]([O-])=O)=CC=1)([CH3:30])[CH3:29].C(=O)([O-])[O-].[Cs+].[Cs+]. (3) Given the product [O:1]1[CH2:5][CH2:4][CH2:3][CH:2]1[CH2:6][N:7]1[CH2:8][CH2:9][N:10]([CH2:14][C:15]#[N:16])[CH2:11][CH2:12]1, predict the reactants needed to synthesize it. The reactants are: [O:1]1[CH2:5][CH2:4][CH2:3][CH:2]1[CH2:6][N:7]1[CH2:12][CH2:11][NH:10][CH2:9][CH2:8]1.Br[CH2:14][C:15]#[N:16]. (4) Given the product [CH3:1][O:2][C:3]1[C:12]2[N:11]=[C:10]([NH:13][C:38](=[O:39])[C:37]3[CH:41]=[CH:42][C:34]([CH2:33][CH2:32][N:27]4[CH2:31][CH2:30][CH2:29][CH2:28]4)=[N:35][CH:36]=3)[N:9]3[CH2:14][CH2:15][N:16]=[C:8]3[C:7]=2[CH:6]=[CH:5][C:4]=1[O:17][CH2:18][CH2:19][CH2:20][N:21]1[CH2:22][CH2:23][O:24][CH2:25][CH2:26]1, predict the reactants needed to synthesize it. The reactants are: [CH3:1][O:2][C:3]1[C:12]2[N:11]=[C:10]([NH2:13])[N:9]3[CH2:14][CH2:15][N:16]=[C:8]3[C:7]=2[CH:6]=[CH:5][C:4]=1[O:17][CH2:18][CH2:19][CH2:20][N:21]1[CH2:26][CH2:25][O:24][CH2:23][CH2:22]1.[N:27]1([CH2:32][CH2:33][C:34]2[CH:42]=[CH:41][C:37]([C:38](O)=[O:39])=[CH:36][N:35]=2)[CH2:31][CH2:30][CH2:29][CH2:28]1.C1CN([P+](ON2N=NC3C=CC=CC2=3)(N2CCCC2)N2CCCC2)CC1.F[P-](F)(F)(F)(F)F.C(N(C(C)C)CC)(C)C. (5) Given the product [C:18]([NH:12][C:9]12[CH2:8][C:6]3([CH3:13])[CH2:5][CH:4]([CH2:3][C:2]([CH3:1])([CH2:7]3)[CH2:11]1)[CH2:10]2)(=[O:29])[CH3:27], predict the reactants needed to synthesize it. The reactants are: [CH3:1][C:2]12[CH2:11][C:9]3([NH2:12])[CH2:10][CH:4]([CH2:5][C:6]([CH3:13])([CH2:8]3)[CH2:7]1)[CH2:3]2.Cl.BrC12CC3(C)CC(C[C:18]([CH3:27])(C3)C1)C2.S(=O)(=O)(O)[OH:29]. (6) Given the product [CH2:1]([S:3]([N:6]1[CH2:7][CH2:8][CH:9]([C:12]2[C:20]3[C:15](=[C:16]([C:29]([NH2:31])=[O:30])[CH:17]=[C:18]([C:21]4[CH:26]=[CH:25][CH:24]=[C:23]([CH:27]=[O:28])[CH:22]=4)[CH:19]=3)[NH:14][N:13]=2)[CH2:10][CH2:11]1)(=[O:4])=[O:5])[CH3:2], predict the reactants needed to synthesize it. The reactants are: [CH2:1]([S:3]([N:6]1[CH2:11][CH2:10][CH:9]([C:12]2[C:20]3[C:15](=[C:16]([C:29]([NH2:31])=[O:30])[CH:17]=[C:18]([C:21]4[CH:26]=[CH:25][CH:24]=[C:23]([CH2:27][OH:28])[CH:22]=4)[CH:19]=3)[NH:14][N:13]=2)[CH2:8][CH2:7]1)(=[O:5])=[O:4])[CH3:2]. (7) Given the product [F:28][C:25]([F:26])([F:27])[C:22]1[CH:21]=[CH:20][C:19]([C:14]2[C:13]([C:11]([NH:10][C:6]3[CH:5]=[C:4]4[C:9](=[CH:8][CH:7]=3)[N:1]([CH2:34][C:35]3[N:39]=[CH:38][N:37]([C:40]([C:41]5[CH:46]=[CH:45][CH:44]=[CH:43][CH:42]=5)([C:47]5[CH:48]=[CH:49][CH:50]=[CH:51][CH:52]=5)[C:53]5[CH:58]=[CH:57][CH:56]=[CH:55][CH:54]=5)[N:36]=3)[CH2:2][CH2:3]4)=[O:12])=[CH:18][CH:17]=[CH:16][CH:15]=2)=[CH:24][CH:23]=1, predict the reactants needed to synthesize it. The reactants are: [NH:1]1[C:9]2[C:4](=[CH:5][C:6]([NH:10][C:11]([C:13]3[C:14]([C:19]4[CH:24]=[CH:23][C:22]([C:25]([F:28])([F:27])[F:26])=[CH:21][CH:20]=4)=[CH:15][CH:16]=[CH:17][CH:18]=3)=[O:12])=[CH:7][CH:8]=2)[CH2:3][CH2:2]1.CS(O[CH2:34][C:35]1[N:39]=[CH:38][N:37]([C:40]([C:53]2[CH:58]=[CH:57][CH:56]=[CH:55][CH:54]=2)([C:47]2[CH:52]=[CH:51][CH:50]=[CH:49][CH:48]=2)[C:41]2[CH:46]=[CH:45][CH:44]=[CH:43][CH:42]=2)[N:36]=1)(=O)=O.C(N(CC)CC)C.C(OCC)(=O)C.